Dataset: Full USPTO retrosynthesis dataset with 1.9M reactions from patents (1976-2016). Task: Predict the reactants needed to synthesize the given product. Given the product [Cl:1][C:2]1[CH:7]=[CH:6][C:5]([CH:8]([C:20]2[CH:25]=[CH:24][C:23]([Cl:26])=[CH:22][CH:21]=2)[C:9]2[CH:10]=[C:11]3[C:16](=[CH:17][CH:18]=2)[N:15]=[CH:14][N:13]=[C:12]3[NH:39][CH2:40][C:41]2[CH:42]=[C:43]([CH:48]=[CH:49][CH:50]=2)[C:44]([O:46][CH3:47])=[O:45])=[CH:4][CH:3]=1, predict the reactants needed to synthesize it. The reactants are: [Cl:1][C:2]1[CH:7]=[CH:6][C:5]([CH:8]([C:20]2[CH:25]=[CH:24][C:23]([Cl:26])=[CH:22][CH:21]=2)[C:9]2[CH:10]=[C:11]3[C:16](=[CH:17][CH:18]=2)[N:15]=[CH:14][N:13]=[C:12]3Cl)=[CH:4][CH:3]=1.CC(O)C.C(N(CC)CC)C.Cl.[NH2:39][CH2:40][C:41]1[CH:42]=[C:43]([CH:48]=[CH:49][CH:50]=1)[C:44]([O:46][CH3:47])=[O:45].